Dataset: Full USPTO retrosynthesis dataset with 1.9M reactions from patents (1976-2016). Task: Predict the reactants needed to synthesize the given product. (1) The reactants are: Br[C:2]1[N:7]=[C:6]([C:8]2[C:9]([O:17][CH3:18])=[N:10][C:11]([CH:14]([CH3:16])[CH3:15])=[CH:12][CH:13]=2)[C:5]([CH3:19])=[C:4]([CH3:20])[C:3]=1[N:21]([C@@H:25]([CH3:29])[CH2:26][O:27][CH3:28])[CH2:22][CH:23]=[CH2:24]. Given the product [CH:14]([C:11]1[N:10]=[C:9]([O:17][CH3:18])[C:8]([C:6]2[N:7]=[C:2]3[C:23]([CH3:24])=[CH:22][N:21]([C@@H:25]([CH3:29])[CH2:26][O:27][CH3:28])[C:3]3=[C:4]([CH3:20])[C:5]=2[CH3:19])=[CH:13][CH:12]=1)([CH3:16])[CH3:15], predict the reactants needed to synthesize it. (2) Given the product [Br:17][C:18]1[CH:19]=[C:20]([F:37])[C:21]([NH:28][C:29]2[C:34]([Cl:35])=[CH:33][N:32]=[C:31]([NH:16][C:13]3[CH:14]=[CH:15][C:8]4[CH2:7][CH2:6][N:5]([CH2:4][CH2:3][O:2][CH3:1])[CH2:11][CH2:10][C:9]=4[CH:12]=3)[N:30]=2)=[C:22]([CH:27]=1)[C:23]([NH:25][CH3:26])=[O:24], predict the reactants needed to synthesize it. The reactants are: [CH3:1][O:2][CH2:3][CH2:4][N:5]1[CH2:11][CH2:10][C:9]2[CH:12]=[C:13]([NH2:16])[CH:14]=[CH:15][C:8]=2[CH2:7][CH2:6]1.[Br:17][C:18]1[CH:19]=[C:20]([F:37])[C:21]([NH:28][C:29]2[C:34]([Cl:35])=[CH:33][N:32]=[C:31](Cl)[N:30]=2)=[C:22]([CH:27]=1)[C:23]([NH:25][CH3:26])=[O:24]. (3) Given the product [O:28]=[S:2]1(=[O:1])[C:15]2[C:10](=[CH:11][CH:12]=[CH:13][CH:14]=2)[NH:9][C:8]2[CH:7]=[C:6](/[C:16](=[CH:20]\[CH:21]3[CH2:22][CH2:23][C:24](=[O:27])[CH2:25][CH2:26]3)/[C:17]([NH:35][C:32]3[CH:33]=[CH:34][N:30]([CH3:29])[N:31]=3)=[O:18])[CH:5]=[CH:4][C:3]1=2, predict the reactants needed to synthesize it. The reactants are: [O:1]=[S:2]1(=[O:28])[C:15]2[C:10](=[CH:11][CH:12]=[CH:13][CH:14]=2)[NH:9][C:8]2[CH:7]=[C:6](/[C:16](=[CH:20]\[CH:21]3[CH2:26][CH2:25][C:24](=[O:27])[CH2:23][CH2:22]3)/[C:17](O)=[O:18])[CH:5]=[CH:4][C:3]1=2.[CH3:29][N:30]1[CH:34]=[CH:33][C:32]([NH2:35])=[N:31]1.C(N(CC)C(C)C)(C)C.CN(C(ON1N=NC2C=CC=NC1=2)=[N+](C)C)C.F[P-](F)(F)(F)(F)F.C1C=NC2N(O)N=NC=2C=1.